From a dataset of Forward reaction prediction with 1.9M reactions from USPTO patents (1976-2016). Predict the product of the given reaction. (1) Given the reactants [CH3:1][C@H:2]1[CH2:7][O:6][CH2:5][CH2:4][N:3]1[C:8]1[N:16]=[C:15]2[C:11]([N:12]=[CH:13][NH:14]2)=[C:10]([N:17]2[CH2:22][CH2:21][O:20][CH2:19][C@H:18]2[CH3:23])[N:9]=1.[Br:24]Br.[O-]S([O-])(=S)=O.[Na+].[Na+], predict the reaction product. The product is: [Br:24][C:13]1[NH:14][C:15]2[C:11]([N:12]=1)=[C:10]([N:17]1[CH2:22][CH2:21][O:20][CH2:19][C@H:18]1[CH3:23])[N:9]=[C:8]([N:3]1[CH2:4][CH2:5][O:6][CH2:7][C@@H:2]1[CH3:1])[N:16]=2. (2) Given the reactants [NH2:1][C@@H:2]1[CH2:7][CH2:6][N:5]([CH2:8][CH2:9][N:10]2[C:19]3[C:14](=[C:15]([F:21])[CH:16]=[C:17]([F:20])[CH:18]=3)[CH:13]=[CH:12][C:11]2=[O:22])[CH2:4][C@H:3]1[C:23]([O:25][CH3:26])=[O:24].[O:27]1[C:36]2[CH:35]=[C:34]([CH:37]=O)[N:33]=[CH:32][C:31]=2[O:30][CH2:29][CH2:28]1.C(O[BH-](OC(=O)C)OC(=O)C)(=O)C.[Na+], predict the reaction product. The product is: [F:21][C:15]1[CH:16]=[C:17]([F:20])[CH:18]=[C:19]2[C:14]=1[CH:13]=[CH:12][C:11](=[O:22])[N:10]2[CH2:9][CH2:8][N:5]1[CH2:6][CH2:7][C@@H:2]([NH:1][CH2:37][C:34]2[N:33]=[CH:32][C:31]3[O:30][CH2:29][CH2:28][O:27][C:36]=3[CH:35]=2)[C@H:3]([C:23]([O:25][CH3:26])=[O:24])[CH2:4]1. (3) The product is: [F:1][C:2]1[CH:7]=[C:6]([F:8])[CH:5]=[CH:4][C:3]=1[NH:9][C:10]1[N:18]=[CH:17][CH:16]=[CH:15][C:11]=1[C:12]([NH:20][C:21]([CH3:26])([CH2:24][CH3:25])[C:22]#[CH:23])=[O:14]. Given the reactants [F:1][C:2]1[CH:7]=[C:6]([F:8])[CH:5]=[CH:4][C:3]=1[NH:9][C:10]1[N:18]=[CH:17][CH:16]=[CH:15][C:11]=1[C:12]([OH:14])=O.Cl.[NH2:20][C:21]([CH3:26])([CH2:24][CH3:25])[C:22]#[CH:23].C1C=CC2N(O)N=NC=2C=1.CCN=C=NCCCN(C)C.CCN(C(C)C)C(C)C, predict the reaction product. (4) Given the reactants [C:1]([O:5][CH2:6][CH3:7])(=[O:4])C#C.[Cl:8][C:9]1[N:10]=[C:11]([NH:17][C:18]2[CH:23]=[CH:22][CH:21]=[CH:20][CH:19]=2)[C:12](=O)O[C:14]=1[CH3:15].Cl[C:25]1N=C(NC2C=CC=CC=2)C(=O)OC=1C, predict the reaction product. The product is: [CH2:6]([O:5][C:1](=[O:4])[C:12]1[CH:15]=[C:14]([CH3:25])[C:9]([Cl:8])=[N:10][C:11]=1[NH:17][C:18]1[CH:23]=[CH:22][CH:21]=[CH:20][CH:19]=1)[CH3:7]. (5) Given the reactants OC(C)(C)CNC(N)=N.[NH2:10][C:11]1[CH:16]=[CH:15][N:14]=[CH:13][CH:12]=1.[Li+].C[Si]([N-][Si](C)(C)C)(C)C.[CH3:27][C:28]([OH:51])([CH3:50])[CH2:29][NH:30][C:31]1[N:36]=[C:35]([C:37]([F:40])([F:39])[F:38])[C:34]([C:41]2[CH:46]=[CH:45][N:44]=[C:43](S(C)=O)[N:42]=2)=[CH:33][N:32]=1, predict the reaction product. The product is: [CH3:50][C:28]([OH:51])([CH3:27])[CH2:29][NH:30][C:31]1[N:36]=[C:35]([C:37]([F:39])([F:38])[F:40])[C:34]([C:41]2[CH:46]=[CH:45][N:44]=[C:43]([NH:10][C:11]3[CH:16]=[CH:15][N:14]=[CH:13][CH:12]=3)[N:42]=2)=[CH:33][N:32]=1. (6) The product is: [Br:14][C:9]1[S:8][C:7]([NH:10][C:11](=[O:13])[CH3:12])=[N:6][C:5]=1[CH2:4][N:2]([CH3:1])[CH3:3]. Given the reactants [CH3:1][N:2]([CH2:4][C:5]1[N:6]=[C:7]([NH:10][C:11](=[O:13])[CH3:12])[S:8][CH:9]=1)[CH3:3].[Br:14]Br, predict the reaction product.